Predict the product of the given reaction. From a dataset of Forward reaction prediction with 1.9M reactions from USPTO patents (1976-2016). (1) Given the reactants C[O:2][C:3](=O)[C:4]1[CH:9]=[CH:8][C:7]([C:10]([F:13])([F:12])[F:11])=[C:6]([CH:14]2[CH2:18][CH2:17][CH2:16][CH2:15]2)[CH:5]=1.[BH4-].[Li+].Cl, predict the reaction product. The product is: [CH:14]1([C:6]2[CH:5]=[C:4]([CH2:3][OH:2])[CH:9]=[CH:8][C:7]=2[C:10]([F:12])([F:13])[F:11])[CH2:15][CH2:16][CH2:17][CH2:18]1. (2) Given the reactants [F:1][C:2]1[CH:7]=[CH:6][C:5]([NH:8][C:9]2[C:14]([C:15]3[CH:20]=[CH:19][N:18]=[CH:17][N:16]=3)=[CH:13][CH:12]=[CH:11][N:10]=2)=[CH:4][C:3]=1[NH2:21].[F:22][C:23]([F:34])([F:33])[C:24]1[CH:25]=[C:26]([CH:30]=[CH:31][CH:32]=1)[C:27](Cl)=[O:28], predict the reaction product. The product is: [F:1][C:2]1[CH:7]=[CH:6][C:5]([NH:8][C:9]2[C:14]([C:15]3[CH:20]=[CH:19][N:18]=[CH:17][N:16]=3)=[CH:13][CH:12]=[CH:11][N:10]=2)=[CH:4][C:3]=1[NH:21][C:27](=[O:28])[C:26]1[CH:30]=[CH:31][CH:32]=[C:24]([C:23]([F:22])([F:33])[F:34])[CH:25]=1. (3) The product is: [Br:1]/[CH:2]=[C:3]1/[C@H:4]2[C@:8]([CH3:12])([CH2:9][CH2:10][CH2:11]/1)[C@:7]([C@H:13]([OH:17])[CH3:14])([OH:84])[CH2:6][CH2:5]2. Given the reactants [Br:1]/[CH:2]=[C:3]1/[C@H:4]2[C@:8]([CH3:12])([CH2:9][CH2:10][CH2:11]/1)/[C:7](=[CH:13]/[CH3:14])/[CH2:6][CH2:5]2.CS(N)(=O)=[O:17].CC[C@H]1[C@H]2C[C@H]([C@H](OC3C4C(=CC=CC=4)C(O[C@H](C4C=CN=C5C=4C=C(OC)C=C5)[C@@H]4N5C[C@H](CC)[C@@H](CC5)C4)=NN=3)C3C=CN=C4C=3C=C(OC)C=C4)N(CC2)C1.S([O-])([O-])=O.[Na+].[Na+].[OH2:84], predict the reaction product. (4) The product is: [Br:11][C:12]1[CH:13]=[CH:14][C:15]([O:8][CH2:1][CH2:2][CH2:3][CH2:4][CH2:5][CH2:6][CH3:7])=[C:16]([CH:19]=1)[C:17]#[N:18]. Given the reactants [CH2:1]([OH:8])[CH2:2][CH2:3][CH2:4][CH2:5][CH2:6][CH3:7].[H-].[Na+].[Br:11][C:12]1[CH:13]=[CH:14][C:15](F)=[C:16]([CH:19]=1)[C:17]#[N:18].O, predict the reaction product. (5) Given the reactants [C:1]1([C:30]2[CH:35]=[CH:34][CH:33]=[CH:32][CH:31]=2)[CH:6]=[CH:5][C:4]([CH2:7][N:8]2[C:16](=[O:17])[C:15]([C:18]([NH:20][CH2:21][C:22]([O:24]C(C)(C)C)=[O:23])=[O:19])=[C:14]([OH:29])[CH2:13][C:9]32[CH2:12][O:11][CH2:10]3)=[CH:3][CH:2]=1.FC(F)(F)C(O)=O, predict the reaction product. The product is: [C:1]1([C:30]2[CH:31]=[CH:32][CH:33]=[CH:34][CH:35]=2)[CH:2]=[CH:3][C:4]([CH2:7][N:8]2[C:16](=[O:17])[C:15]([C:18]([NH:20][CH2:21][C:22]([OH:24])=[O:23])=[O:19])=[C:14]([OH:29])[CH2:13][C:9]32[CH2:10][O:11][CH2:12]3)=[CH:5][CH:6]=1. (6) The product is: [F:15][C:16]([F:20])([F:19])[CH2:17][S:18][C:2]1[C:10]2[C:5](=[N:6][CH:7]=[CH:8][CH:9]=2)[NH:4][C:3]=1[C:11]([OH:13])=[O:12]. Given the reactants Cl[C:2]1[C:10]2[C:5](=[N:6][CH:7]=[CH:8][CH:9]=2)[NH:4][C:3]=1[C:11]([O:13]C)=[O:12].[F:15][C:16]([F:20])([F:19])[CH2:17][S-:18].[K+].[OH-].[Li+], predict the reaction product. (7) The product is: [F:52][C:49]1[CH:50]=[C:51]([C:33]2[CH:32]=[CH:31][C:30]([C:3]3[C:4]([F:29])=[CH:5][C:6]4[NH:7][C:8]([O:11][C@H:12]5[C@H:16]6[O:17][CH2:18][C@@H:19]([OH:20])[C@H:15]6[O:14][CH2:13]5)=[N:9][C:10]=4[C:2]=3[F:1])=[CH:35][CH:34]=2)[CH:46]=[CH:47][C:48]=1[F:53]. Given the reactants [F:1][C:2]1[C:10]2[N:9]=[C:8]([O:11][C@H:12]3[C@H:16]4[O:17][CH2:18][C@@H:19]([OH:20])[C@H:15]4[O:14][CH2:13]3)[N:7](COCC[Si](C)(C)C)[C:6]=2[CH:5]=[C:4]([F:29])[C:3]=1[C:30]1[CH:35]=[CH:34][C:33](B2OC(C)(C)C(C)(C)O2)=[CH:32][CH:31]=1.Br[C:46]1[CH:51]=[CH:50][C:49]([F:52])=[C:48]([F:53])[CH:47]=1.P([O-])([O-])([O-])=O.[K+].[K+].[K+], predict the reaction product. (8) Given the reactants [CH2:1]([C:5]1[C:9]([CH2:10][CH2:11][C:12]2[S:13][C:14]([C:18]([OH:20])=O)=[C:15]([CH3:17])[N:16]=2)=[C:8]([CH3:21])[O:7][N:6]=1)[CH2:2][CH2:3][CH3:4].[NH2:22][CH:23]1[CH2:28][CH2:27][O:26][CH2:25][CH2:24]1, predict the reaction product. The product is: [O:26]1[CH2:27][CH2:28][CH:23]([NH:22][C:18]([C:14]2[S:13][C:12]([CH2:11][CH2:10][C:9]3[C:5]([CH2:1][CH2:2][CH2:3][CH3:4])=[N:6][O:7][C:8]=3[CH3:21])=[N:16][C:15]=2[CH3:17])=[O:20])[CH2:24][CH2:25]1. (9) Given the reactants [C:1]([O:5][C:6]([CH3:9])([CH3:8])[CH3:7])(=[O:4])[NH:2][NH2:3].[C:10]1(=O)[CH2:14][CH2:13][CH2:12][CH2:11]1, predict the reaction product. The product is: [C:10]1(=[N:3][NH:2][C:1]([O:5][C:6]([CH3:9])([CH3:8])[CH3:7])=[O:4])[CH2:14][CH2:13][CH2:12][CH2:11]1. (10) Given the reactants [CH3:1][O:2][C:3]([C:5]1[C:10]([NH:11][S:12]([CH2:15][C:16]2[CH:21]=[C:20]([C:22]([F:25])([F:24])[F:23])[CH:19]=[CH:18][C:17]=2[Cl:26])(=[O:14])=[O:13])=[N:9][CH:8]=[CH:7][N:6]=1)=[O:4].C(N(CC)C(C)C)(C)C.[Cl:36][CH:37]([Cl:47])[CH2:38]OS(C(F)(F)F)(=O)=O, predict the reaction product. The product is: [CH3:1][O:2][C:3]([C:5]1[C:10]([N:11]([S:12]([CH2:15][C:16]2[CH:21]=[C:20]([C:22]([F:25])([F:23])[F:24])[CH:19]=[CH:18][C:17]=2[Cl:26])(=[O:13])=[O:14])[CH2:38][CH:37]([Cl:47])[Cl:36])=[N:9][CH:8]=[CH:7][N:6]=1)=[O:4].